Dataset: Peptide-MHC class I binding affinity with 185,985 pairs from IEDB/IMGT. Task: Regression. Given a peptide amino acid sequence and an MHC pseudo amino acid sequence, predict their binding affinity value. This is MHC class I binding data. (1) The peptide sequence is YTVKYPNLND. The MHC is H-2-Db with pseudo-sequence H-2-Db. The binding affinity (normalized) is 0. (2) The peptide sequence is LRTELTYLQ. The MHC is Mamu-B03 with pseudo-sequence Mamu-B03. The binding affinity (normalized) is 0. (3) The binding affinity (normalized) is 0. The peptide sequence is AGAEFLKALD. The MHC is H-2-Kb with pseudo-sequence H-2-Kb. (4) The peptide sequence is AVTAALHRK. The MHC is HLA-B57:01 with pseudo-sequence HLA-B57:01. The binding affinity (normalized) is 0.0847. (5) The binding affinity (normalized) is 0.0847. The MHC is HLA-B39:01 with pseudo-sequence HLA-B39:01. The peptide sequence is PYDCKELRL. (6) The peptide sequence is VIRLLIWAY. The MHC is HLA-A11:01 with pseudo-sequence HLA-A11:01. The binding affinity (normalized) is 0.155.